From a dataset of Catalyst prediction with 721,799 reactions and 888 catalyst types from USPTO. Predict which catalyst facilitates the given reaction. (1) Product: [Cl:1][C:2]1[CH:3]=[C:4]([CH:24]=[CH:25][C:26]=1[F:27])[CH2:5][N:6]1[CH2:15][CH2:14][C:13]2[C:8](=[C:9]([OH:22])[C:10](=[O:21])[N:11]([CH3:28])[C:12]=2[C:16]([O:18][CH3:19])=[O:17])[C:7]1=[O:23]. Reactant: [Cl:1][C:2]1[CH:3]=[C:4]([CH:24]=[CH:25][C:26]=1[F:27])[CH2:5][N:6]1[CH2:15][CH2:14][C:13]2[C:12]([C:16]([O:18][CH2:19]C)=[O:17])=[N:11][C:10]([OH:21])=[C:9]([OH:22])[C:8]=2[C:7]1=[O:23].[CH3:28][O-].[Mg+2].C[O-]. The catalyst class is: 121. (2) Product: [Cl:27][C:5]1[C:6]([N:8]([CH3:26])[CH:9]2[CH2:13][CH2:12][C:11]3([CH2:18][CH2:17][CH2:16][N:15]([C:19]([O:21][C:22]([CH3:25])([CH3:23])[CH3:24])=[O:20])[CH2:14]3)[CH2:10]2)=[N:7][C:2]([NH:35][C:33]2[CH:32]=[N:31][N:30]([CH3:29])[CH:34]=2)=[N:3][CH:4]=1. The catalyst class is: 114. Reactant: Cl[C:2]1[N:7]=[C:6]([N:8]([CH3:26])[CH:9]2[CH2:13][CH2:12][C:11]3([CH2:18][CH2:17][CH2:16][N:15]([C:19]([O:21][C:22]([CH3:25])([CH3:24])[CH3:23])=[O:20])[CH2:14]3)[CH2:10]2)[C:5]([Cl:27])=[CH:4][N:3]=1.Cl.[CH3:29][N:30]1[CH:34]=[C:33]([NH2:35])[CH:32]=[N:31]1.CCN(C(C)C)C(C)C. (3) Reactant: [CH2:1]([O:5][CH2:6][CH2:7][O:8][C:9]1[CH:14]=[CH:13][C:12]([C:15]2[CH:16]=[CH:17][C:18]3[N:24]([CH2:25][CH:26]([CH3:28])[CH3:27])[CH2:23][CH2:22][C:21]([C:29]([NH:31][C:32]4[CH:37]=[CH:36][C:35]([S:38][CH2:39][C:40]5[N:41]=[CH:42][N:43]([CH2:45][CH2:46][CH3:47])[CH:44]=5)=[CH:34][CH:33]=4)=[O:30])=[CH:20][C:19]=3[CH:48]=2)=[CH:11][CH:10]=1)[CH2:2][CH2:3][CH3:4].ClC1C=CC=C(C(OO)=[O:57])C=1. Product: [CH2:1]([O:5][CH2:6][CH2:7][O:8][C:9]1[CH:10]=[CH:11][C:12]([C:15]2[CH:16]=[CH:17][C:18]3[N:24]([CH2:25][CH:26]([CH3:27])[CH3:28])[CH2:23][CH2:22][C:21]([C:29]([NH:31][C:32]4[CH:33]=[CH:34][C:35]([S:38]([CH2:39][C:40]5[N:41]=[CH:42][N:43]([CH2:45][CH2:46][CH3:47])[CH:44]=5)=[O:57])=[CH:36][CH:37]=4)=[O:30])=[CH:20][C:19]=3[CH:48]=2)=[CH:13][CH:14]=1)[CH2:2][CH2:3][CH3:4]. The catalyst class is: 4. (4) Reactant: [NH2:1][C:2]1[N:3]([CH3:23])[C:4](=[O:22])[C:5]([C:14]2[CH:19]=[CH:18][C:17]([F:20])=[C:16](Br)[CH:15]=2)([C:7]2[CH:12]=[CH:11][N:10]=[C:9]([CH3:13])[CH:8]=2)[N:6]=1.[CH3:24][S:25]([O:28][C:29]1[CH:34]=[C:33](B2OC(C)(C)C(C)(C)O2)[CH:32]=[C:31]([Cl:44])[CH:30]=1)(=[O:27])=[O:26].C(=O)([O-])[O-].[K+].[K+].O. Product: [ClH:44].[CH3:24][S:25]([O:28][C:29]1[CH:34]=[C:33]([C:16]2[CH:15]=[C:14]([C:5]3([C:7]4[CH:12]=[CH:11][N:10]=[C:9]([CH3:13])[CH:8]=4)[C:4](=[O:22])[N:3]([CH3:23])[C:2]([NH2:1])=[N:6]3)[CH:19]=[CH:18][C:17]=2[F:20])[CH:32]=[C:31]([Cl:44])[CH:30]=1)(=[O:26])=[O:27]. The catalyst class is: 7. (5) Reactant: [CH3:1][O:2][C:3](=[O:12])[C:4]1[CH:9]=[CH:8][C:7]([NH2:10])=[C:6](I)[CH:5]=1.[C:13]1([O:19][CH2:20][C:21]#[CH:22])[CH:18]=[CH:17][CH:16]=[CH:15][CH:14]=1.C(N(CC)CC)C. Product: [CH3:1][O:2][C:3]([C:4]1[CH:5]=[C:6]2[C:7](=[CH:8][CH:9]=1)[NH:10][C:21]([CH2:20][O:19][C:13]1[CH:18]=[CH:17][CH:16]=[CH:15][CH:14]=1)=[CH:22]2)=[O:12]. The catalyst class is: 233. (6) Reactant: [H-].C([Al+]CC(C)C)C(C)C.[CH2:11]([N:18]1[CH2:23][CH2:22][N:21]([CH2:24][C:25]2[CH:30]=[CH:29][CH:28]=[CH:27][CH:26]=2)[CH2:20][CH:19]1[C:31](OCC)=[O:32])[C:12]1[CH:17]=[CH:16][CH:15]=[CH:14][CH:13]=1.[OH-].[Na+]. Product: [CH2:11]([N:18]1[CH2:23][CH2:22][N:21]([CH2:24][C:25]2[CH:30]=[CH:29][CH:28]=[CH:27][CH:26]=2)[CH2:20][CH:19]1[CH:31]=[O:32])[C:12]1[CH:13]=[CH:14][CH:15]=[CH:16][CH:17]=1. The catalyst class is: 11. (7) Reactant: [O:1]1[CH2:6][CH2:5][CH2:4][CH2:3][CH:2]1[N:7]1[CH:11]=[C:10]([C:12]2[CH:13]=[C:14]3[C:18](=[CH:19][CH:20]=2)[N:17]([CH2:21][CH:22]2[CH2:27][CH:26]4[N:28](C(OCC5C=CC=CC=5)=O)[CH:23]2[CH2:24][CH2:25]4)[CH:16]=[CH:15]3)[CH:9]=[N:8]1.[H][H].C(OCC)(=O)C.CCCCCC. Product: [CH:23]12[NH:28][CH:26]([CH2:25][CH2:24]1)[CH2:27][CH:22]2[CH2:21][N:17]1[C:18]2[C:14](=[CH:13][C:12]([C:10]3[CH:9]=[N:8][N:7]([CH:2]4[CH2:3][CH2:4][CH2:5][CH2:6][O:1]4)[CH:11]=3)=[CH:20][CH:19]=2)[CH:15]=[CH:16]1. The catalyst class is: 29. (8) The catalyst class is: 1. Product: [Cl:16][C:17]1[N:18]=[N:19][C:20]([O:23][CH3:24])=[C:21]([I:25])[CH:22]=1. Reactant: [Li]CCCC.CC1(C)CCCC(C)(C)N1.[Cl:16][C:17]1[N:18]=[N:19][C:20]([O:23][CH3:24])=[CH:21][CH:22]=1.[I:25]I. (9) Reactant: [OH-].[Na+].[Cl:3][C:4]1[CH:9]=[CH:8][CH:7]=[C:6]([Cl:10])[C:5]=1[C:11]([NH:13][C@H:14]([C:35]([O:37]C)=[O:36])[CH2:15][C:16]1[CH:21]=[CH:20][C:19]([O:22][CH2:23][CH2:24][CH2:25][NH:26][C:27]2[CH:32]=[CH:31][C:30]([O:33][CH3:34])=[CH:29][N:28]=2)=[CH:18][CH:17]=1)=[O:12].O. Product: [Cl:3][C:4]1[CH:9]=[CH:8][CH:7]=[C:6]([Cl:10])[C:5]=1[C:11]([NH:13][C@H:14]([C:35]([OH:37])=[O:36])[CH2:15][C:16]1[CH:21]=[CH:20][C:19]([O:22][CH2:23][CH2:24][CH2:25][NH:26][C:27]2[CH:32]=[CH:31][C:30]([O:33][CH3:34])=[CH:29][N:28]=2)=[CH:18][CH:17]=1)=[O:12]. The catalyst class is: 3. (10) Reactant: [Cl:1][C:2]1[C:7]([Cl:8])=[C:6]([C:9]([OH:18])([C:14]([F:17])([F:16])[F:15])[C:10]([F:13])([F:12])[F:11])[CH:5]=[CH:4][C:3]=1[C:19]1[S:23][C:22]([C:24]([N:26]2[CH2:31][CH2:30][S:29](=[O:32])[CH2:28][CH2:27]2)=[O:25])=[N:21][C:20]=1[C:33]([N:35]([CH2:38][CH3:39])[CH2:36][CH3:37])=[O:34].[F:40][C:41]([F:46])([F:45])[C:42]([NH2:44])=[O:43].C(OI(C1C=CC=CC=1)OC(=O)C)(=O)C. Product: [Cl:1][C:2]1[C:7]([Cl:8])=[C:6]([C:9]([OH:18])([C:10]([F:12])([F:11])[F:13])[C:14]([F:15])([F:17])[F:16])[CH:5]=[CH:4][C:3]=1[C:19]1[S:23][C:22]([C:24]([N:26]2[CH2:27][CH2:28][S:29](=[O:32])(=[N:44][C:42](=[O:43])[C:41]([F:46])([F:45])[F:40])[CH2:30][CH2:31]2)=[O:25])=[N:21][C:20]=1[C:33]([N:35]([CH2:38][CH3:39])[CH2:36][CH3:37])=[O:34]. The catalyst class is: 34.